This data is from Reaction yield outcomes from USPTO patents with 853,638 reactions. The task is: Predict the reaction yield, written as a fraction of the theoretical maximum amount of product (1.0 means a 100% yield; for example, 0.34 means a 34% yield). (1) The reactants are [OH:1][CH:2]([C:8]1[CH:16]=[CH:15][C:14]([C:17]#[N:18])=[C:13]2[C:9]=1[CH:10]=[CH:11][N:12]2[S:19]([C:22]1[CH:28]=[CH:27][C:25]([CH3:26])=[CH:24][CH:23]=1)(=[O:21])=[O:20])[CH2:3][NH:4][CH2:5][CH2:6][OH:7].CCN(C(C)C)C(C)C.[C:38](O[C:38]([O:40][C:41]([CH3:44])([CH3:43])[CH3:42])=[O:39])([O:40][C:41]([CH3:44])([CH3:43])[CH3:42])=[O:39].C1COCC1. The catalyst is CCOC(C)=O. The product is [C:17]([C:14]1[CH:15]=[CH:16][C:8]([CH:2]([OH:1])[CH2:3][N:4]([CH2:5][CH2:6][OH:7])[C:38](=[O:39])[O:40][C:41]([CH3:44])([CH3:43])[CH3:42])=[C:9]2[C:13]=1[N:12]([S:19]([C:22]1[CH:23]=[CH:24][C:25]([CH3:26])=[CH:27][CH:28]=1)(=[O:21])=[O:20])[CH:11]=[CH:10]2)#[N:18]. The yield is 0.740. (2) The catalyst is C(Cl)Cl. The reactants are [NH2:1][C:2]1[S:3][CH:4]=[C:5](C)[C:6]=1[C:7]([O:9]CC)=O.ClC(Cl)(O[C:17](=[O:23])OC(Cl)(Cl)Cl)Cl.C(N(CC)CC)C.[C:32]1([CH2:38][CH2:39][NH2:40])[CH:37]=[CH:36][CH:35]=[CH:34][CH:33]=1. The yield is 1.00. The product is [C:32]1([CH2:38][CH2:39][N:40]2[C:7](=[O:9])[C:6]3[CH:5]=[CH:4][S:3][C:2]=3[NH:1][C:17]2=[O:23])[CH:37]=[CH:36][CH:35]=[CH:34][CH:33]=1. (3) The reactants are [C:1]([Br:5])(Br)(Br)Br.C1(P(C2C=CC=CC=2)C2C=CC=CC=2)C=CC=CC=1.[C:25]([O:29][C:30]([C@@:32]1([CH2:47]CO)[CH:36]([CH3:37])[C:35](=[O:38])[N:34]([C@@H:39]([C:41]2[CH:46]=[CH:45][CH:44]=[CH:43][CH:42]=2)[CH3:40])[CH2:33]1)=[O:31])([CH3:28])([CH3:27])[CH3:26]. The catalyst is ClCCl. The product is [C:25]([O:29][C:30]([C@@:32]1([CH2:47][CH2:1][Br:5])[CH:36]([CH3:37])[C:35](=[O:38])[N:34]([C@@H:39]([C:41]2[CH:42]=[CH:43][CH:44]=[CH:45][CH:46]=2)[CH3:40])[CH2:33]1)=[O:31])([CH3:26])([CH3:27])[CH3:28]. The yield is 0.700. (4) The reactants are [O:1]=[C:2]1[C:11]2[C:6](=[CH:7][CH:8]=[CH:9][CH:10]=2)[C:5]([CH2:12][C:13]2[CH:14]=[C:15]([CH:19]=[CH:20][CH:21]=2)[C:16](O)=[O:17])=[N:4][NH:3]1.[NH:22]1[CH2:32][CH2:31][CH:25]([C:26]([O:28]CC)=[O:27])[CH2:24][CH2:23]1.F[P-](F)(F)(F)(F)F.N1(OC(N(C)C)=[N+](C)C)C2C=CC=CC=2N=N1.C(N(CC)C(C)C)(C)C.[OH-].[Na+]. The catalyst is O1CCCC1.O.CC(N(C)C)=O. The product is [O:1]=[C:2]1[C:11]2[C:6](=[CH:7][CH:8]=[CH:9][CH:10]=2)[C:5]([CH2:12][C:13]2[CH:14]=[C:15]([CH:19]=[CH:20][CH:21]=2)[C:16]([N:22]2[CH2:23][CH2:24][CH:25]([C:26]([OH:28])=[O:27])[CH2:31][CH2:32]2)=[O:17])=[N:4][NH:3]1. The yield is 0.650. (5) The catalyst is B(Br)(Br)Br. The yield is 0.0600. The product is [N:4]1[NH:3][N:2]=[N:1][C:5]=1[C:6]1[CH:7]=[C:8]2[C:12](=[CH:13][CH:14]=1)[NH:11][N:10]=[C:9]2[C:15]1[CH:20]=[CH:19][CH:18]=[CH:17][C:16]=1[OH:21]. The reactants are [N:1]1[NH:2][N:3]=[N:4][C:5]=1[C:6]1[CH:7]=[C:8]2[C:12](=[CH:13][CH:14]=1)[NH:11][N:10]=[C:9]2[C:15]1[CH:20]=[CH:19][CH:18]=[CH:17][C:16]=1[O:21]C. (6) The yield is 0.960. The reactants are [OH:1][CH2:2][C:3]1[C:4]2[N:5]([CH:9]=[C:10]([C:12]([F:15])([F:14])[F:13])[N:11]=2)[CH:6]=[CH:7][CH:8]=1.[K+].[Br-]. No catalyst specified. The product is [F:15][C:12]([F:13])([F:14])[C:10]1[N:11]=[C:4]2[C:3]([CH:2]=[O:1])=[CH:8][CH:7]=[CH:6][N:5]2[CH:9]=1.